This data is from Reaction yield outcomes from USPTO patents with 853,638 reactions. The task is: Predict the reaction yield, written as a fraction of the theoretical maximum amount of product (1.0 means a 100% yield; for example, 0.34 means a 34% yield). The yield is 0.940. The catalyst is Cl[Pd](Cl)([P](C1C=CC=CC=1)(C1C=CC=CC=1)C1C=CC=CC=1)[P](C1C=CC=CC=1)(C1C=CC=CC=1)C1C=CC=CC=1.[Cu]I.C(N(CC)CC)C.C1(C)C=CC=CC=1. The product is [CH:42]1([C:41]#[C:40][C:2]2[CH:10]=[C:9]3[C:5]([CH2:6][C:7]4([CH2:16][CH2:15][CH:14]([O:17][CH2:18][CH3:19])[CH2:13][CH2:12]4)[C:8]3=[O:11])=[CH:4][CH:3]=2)[CH2:43][CH2:38]1. The reactants are Br[C:2]1[CH:10]=[C:9]2[C:5]([CH2:6][C:7]3([CH2:16][CH2:15][CH:14]([O:17][CH2:18][CH3:19])[CH2:13][CH2:12]3)[C:8]2=[O:11])=[CH:4][CH:3]=1.C(NCC)C.[CH:42]1[CH:43]=[CH:38]C(P([C:38]2[CH:43]=[CH:42][CH:41]=[CH:40]C=2)[C:42]2[CH:43]=[CH:38]C=[CH:40][CH:41]=2)=[CH:40][CH:41]=1.C1(C#C)CC1.